Dataset: Full USPTO retrosynthesis dataset with 1.9M reactions from patents (1976-2016). Task: Predict the reactants needed to synthesize the given product. (1) The reactants are: C[O:2][C:3](=[O:18])[CH2:4][NH:5][C:6]([C:8]1[N:9]([CH3:17])[C:10]2[C:15]([CH:16]=1)=[CH:14][CH:13]=[CH:12][CH:11]=2)=[O:7].[OH-].[Li+]. Given the product [CH3:17][N:9]1[C:10]2[C:15](=[CH:14][CH:13]=[CH:12][CH:11]=2)[CH:16]=[C:8]1[C:6]([NH:5][CH2:4][C:3]([OH:18])=[O:2])=[O:7], predict the reactants needed to synthesize it. (2) Given the product [N+:1]([C:4]1[CH:10]=[C:9]([S:11][C:12]#[N:13])[CH:8]=[CH:7][C:5]=1[NH2:6])([O-:3])=[O:2], predict the reactants needed to synthesize it. The reactants are: [N+:1]([C:4]1[CH:10]=[CH:9][CH:8]=[CH:7][C:5]=1[NH2:6])([O-:3])=[O:2].[S-:11][C:12]#[N:13].[NH4+]. (3) Given the product [OH:14][CH2:13][CH2:12][CH:9]1[CH2:10][CH2:11][CH:6]([C:4]([O:3][CH2:1][CH3:2])=[O:5])[CH2:7][CH2:8]1, predict the reactants needed to synthesize it. The reactants are: [CH2:1]([O:3][C:4]([CH:6]1[CH2:11][CH2:10][CH:9]([CH2:12][C:13](O)=[O:14])[CH2:8][CH2:7]1)=[O:5])[CH3:2].S(Cl)(Cl)=O.CN(C=O)C.O. (4) Given the product [F:1][C:2]1[C:7]2[N:8]([CH3:12])[C:9]([CH:11]=[O:13])=[N:10][C:6]=2[CH:5]=[CH:4][CH:3]=1, predict the reactants needed to synthesize it. The reactants are: [F:1][C:2]1[C:7]2[N:8]([CH3:12])[C:9]([CH3:11])=[N:10][C:6]=2[CH:5]=[CH:4][CH:3]=1.[O:13]1CCOCC1. (5) Given the product [C:6]1([S:12]([C:15]2[CH:20]=[CH:2][C:3]([OH:4])=[C:17]([C:18](=[O:21])[CH3:19])[CH:16]=2)(=[O:13])=[O:14])[CH:7]=[CH:8][CH:9]=[CH:10][CH:11]=1, predict the reactants needed to synthesize it. The reactants are: Cl[CH2:2][C:3](Cl)=[O:4].[C:6]1([S:12]([C:15]2[CH:20]=[CH:19][C:18]([OH:21])=[CH:17][CH:16]=2)(=[O:14])=[O:13])[CH:11]=[CH:10][CH:9]=[CH:8][CH:7]=1.[Cl-].[Cl-].[Cl-].[Al+3]. (6) Given the product [CH2:1]([O:12][CH2:16][C:17]1[CH:22]=[CH:21][CH:20]=[CH:19][CH:18]=1)[CH2:2][CH2:3][CH2:4][CH2:5][CH2:6][CH2:7][CH2:8][CH2:9][CH:10]=[CH2:11], predict the reactants needed to synthesize it. The reactants are: [CH2:1]([OH:12])[CH2:2][CH2:3][CH2:4][CH2:5][CH2:6][CH2:7][CH2:8][CH2:9][CH:10]=[CH2:11].[H-].[Na+].Br[CH2:16][C:17]1[CH:22]=[CH:21][CH:20]=[CH:19][CH:18]=1. (7) Given the product [F:23][C:2]1([F:1])[C:10]2[C:5](=[CH:6][CH:7]=[CH:8][C:9]=2[C@@H:11]([OH:13])[CH3:12])[N:4]([CH2:14][C:15]2[CH:20]=[CH:19][N+:18]([O-:32])=[CH:17][C:16]=2[F:21])[C:3]1=[O:22], predict the reactants needed to synthesize it. The reactants are: [F:1][C:2]1([F:23])[C:10]2[C:5](=[CH:6][CH:7]=[CH:8][C:9]=2[C@@H:11]([OH:13])[CH3:12])[N:4]([CH2:14][C:15]2[CH:20]=[CH:19][N:18]=[CH:17][C:16]=2[F:21])[C:3]1=[O:22].ClC1C=CC=C(C(OO)=[O:32])C=1.S([O-])([O-])(=O)=S.[Na+].[Na+]. (8) The reactants are: [CH3:1][O:2][C:3]1[CH:4]=[C:5]2[C:9](=[CH:10][CH:11]=1)[NH:8][CH:7]=[C:6]2[CH2:12][C:13]([OH:15])=[O:14].[C:16]1([S:22](Cl)(=[O:24])=[O:23])[CH:21]=[CH:20][CH:19]=[CH:18][CH:17]=1. Given the product [C:16]1([S:22]([N:8]2[C:9]3[C:5](=[CH:4][C:3]([O:2][CH3:1])=[CH:11][CH:10]=3)[C:6]([CH2:12][C:13]([OH:15])=[O:14])=[CH:7]2)(=[O:24])=[O:23])[CH:21]=[CH:20][CH:19]=[CH:18][CH:17]=1, predict the reactants needed to synthesize it.